Dataset: Full USPTO retrosynthesis dataset with 1.9M reactions from patents (1976-2016). Task: Predict the reactants needed to synthesize the given product. Given the product [C:11](/[C:12](=[CH:6]/[C:5]1[CH:4]=[N:3][C:2]([Cl:1])=[CH:9][CH:8]=1)/[C:13]([O:15][CH2:16][CH3:17])=[O:14])(=[O:10])[C:18]1[CH:23]=[CH:22][CH:21]=[CH:20][CH:19]=1, predict the reactants needed to synthesize it. The reactants are: [Cl:1][C:2]1[CH:9]=[CH:8][C:5]([CH:6]=O)=[CH:4][N:3]=1.[O:10]=[C:11]([C:18]1[CH:23]=[CH:22][CH:21]=[CH:20][CH:19]=1)[CH2:12][C:13]([O:15][CH2:16][CH3:17])=[O:14].CC(O)=O.N1CCCCC1.